Task: Predict the product of the given reaction.. Dataset: Forward reaction prediction with 1.9M reactions from USPTO patents (1976-2016) The product is: [Cl:1][C:2]1[CH:7]=[CH:6][CH:5]=[CH:4][C:3]=1[C@@H:8]([O:12][C:13]1[CH:14]=[C:15]2[C:19](=[CH:20][CH:21]=1)[N:18]([C:22]1[CH:23]=[CH:24][C:25]([F:28])=[CH:26][CH:27]=1)[N:17]=[CH:16]2)[C@@H:9]([NH:11][C:29](=[O:34])[C:30]([CH3:33])([CH3:32])[CH3:31])[CH3:10]. Given the reactants [Cl:1][C:2]1[CH:7]=[CH:6][CH:5]=[CH:4][C:3]=1[C@@H:8]([O:12][C:13]1[CH:14]=[C:15]2[C:19](=[CH:20][CH:21]=1)[N:18]([C:22]1[CH:27]=[CH:26][C:25]([F:28])=[CH:24][CH:23]=1)[N:17]=[CH:16]2)[C@@H:9]([NH2:11])[CH3:10].[C:29](Cl)(=[O:34])[C:30]([CH3:33])([CH3:32])[CH3:31], predict the reaction product.